Dataset: Peptide-MHC class II binding affinity with 134,281 pairs from IEDB. Task: Regression. Given a peptide amino acid sequence and an MHC pseudo amino acid sequence, predict their binding affinity value. This is MHC class II binding data. The peptide sequence is IPIQLLPNTLVFQAK. The MHC is DRB1_0101 with pseudo-sequence DRB1_0101. The binding affinity (normalized) is 1.00.